From a dataset of Catalyst prediction with 721,799 reactions and 888 catalyst types from USPTO. Predict which catalyst facilitates the given reaction. The catalyst class is: 137. Product: [Cl:30][C:28]1[CH:29]=[C:24]([N:22]2[CH2:21][CH2:20][C:16]3[N:17]=[CH:18][N:19]=[C:14]([O:13][C@H:10]4[CH2:11][CH2:12][NH:8][CH2:9]4)[C:15]=3[CH2:23]2)[CH:25]=[N:26][C:27]=1[O:31][CH3:32]. Reactant: C(OC([N:8]1[CH2:12][CH2:11][C@H:10]([O:13][C:14]2[C:15]3[CH2:23][N:22]([C:24]4[CH:25]=[N:26][C:27]([O:31][CH3:32])=[C:28]([Cl:30])[CH:29]=4)[CH2:21][CH2:20][C:16]=3[N:17]=[CH:18][N:19]=2)[CH2:9]1)=O)(C)(C)C.